From a dataset of Forward reaction prediction with 1.9M reactions from USPTO patents (1976-2016). Predict the product of the given reaction. The product is: [F:1][C:2]1[CH:3]=[CH:4][C:5]2[O:9][C:8]([C:10]3[C:19]([N:20]([CH3:24])[CH:21]([CH3:23])[CH3:22])=[N:18][C:17]4[C:12]([N:11]=3)=[CH:13][CH:14]=[C:15]([C:25]3[NH:30][N:29]=[N:28][N:26]=3)[CH:16]=4)=[CH:7][C:6]=2[CH:27]=1. Given the reactants [F:1][C:2]1[CH:3]=[CH:4][C:5]2[O:9][C:8]([C:10]3[C:19]([N:20]([CH3:24])[CH:21]([CH3:23])[CH3:22])=[N:18][C:17]4[C:12](=[CH:13][CH:14]=[C:15]([C:25]#[N:26])[CH:16]=4)[N:11]=3)=[CH:7][C:6]=2[CH:27]=1.[N-:28]=[N+:29]=[N-:30].[Na+], predict the reaction product.